Dataset: Full USPTO retrosynthesis dataset with 1.9M reactions from patents (1976-2016). Task: Predict the reactants needed to synthesize the given product. (1) Given the product [CH2:1]1[O:9][C:8]2[CH:7]=[CH:6][C:5]([CH:10]3[C:14]4[NH:15][C:16]5[CH:17]=[CH:18][CH:19]=[CH:20][C:21]=5[C:22](=[O:23])[C:13]=4[CH2:12][N:11]3[C:24]([C:26]3[O:27][C:28]([C:31]4[CH:32]=[CH:33][C:34]([NH2:37])=[CH:35][CH:36]=4)=[CH:29][CH:30]=3)=[O:25])=[CH:4][C:3]=2[O:2]1, predict the reactants needed to synthesize it. The reactants are: [CH2:1]1[O:9][C:8]2[CH:7]=[CH:6][C:5]([CH:10]3[C:14]4[NH:15][C:16]5[CH:17]=[CH:18][CH:19]=[CH:20][C:21]=5[C:22](=[O:23])[C:13]=4[CH2:12][N:11]3[C:24]([C:26]3[O:27][C:28]([C:31]4[CH:36]=[CH:35][C:34]([N+:37]([O-])=O)=[CH:33][CH:32]=4)=[CH:29][CH:30]=3)=[O:25])=[CH:4][C:3]=2[O:2]1. (2) Given the product [CH2:7]([N:8]1[CH2:12][CH2:11][CH:10]([N:13]2[CH2:20][CH2:19][C@@H:15]([Br:14])[C:16]2=[O:17])[CH2:9]1)[C:1]1[CH:2]=[CH:3][CH:4]=[CH:5][CH:6]=1, predict the reactants needed to synthesize it. The reactants are: [C:1]1([CH2:7][N:8]2[CH2:12][CH2:11][C@@H:10]([NH2:13])[CH2:9]2)[CH:6]=[CH:5][CH:4]=[CH:3][CH:2]=1.[Br:14][CH:15]([CH2:19][CH2:20]Br)[C:16](Br)=[O:17]. (3) Given the product [NH2:37][C:35]1[N:34]=[C:31]2[CH:30]=[CH:29][C:28]([O:27][C:26]3[CH:25]=[C:24]([NH:23][C:21](=[O:22])[C:20]4[CH:46]=[CH:47][CH:48]=[C:18]([C:17]([F:16])([F:49])[F:50])[CH:19]=4)[CH:45]=[CH:44][CH:43]=3)=[CH:33][N:32]2[N:6]=1, predict the reactants needed to synthesize it. The reactants are: Cl.NO.C([N:6](C(C)C)C(C)C)C.C(O)C.[F:16][C:17]([F:50])([F:49])[C:18]1[CH:19]=[C:20]([CH:46]=[CH:47][CH:48]=1)[C:21]([NH:23][C:24]1[CH:25]=[C:26]([CH:43]=[CH:44][CH:45]=1)[O:27][C:28]1[CH:29]=[CH:30][C:31]([NH:34][C:35]([NH:37]C(=O)OCC)=S)=[N:32][CH:33]=1)=[O:22]. (4) Given the product [CH3:1][O:2][C:3]1[CH:12]=[C:11]2[C:6]([CH:7]=[CH:8][CH:9]=[C:10]2[CH2:13][CH2:14][NH:15][C:16](=[O:18])[CH3:17])=[CH:5][CH:4]=1, predict the reactants needed to synthesize it. The reactants are: [CH3:1][O:2][C:3]1[CH:12]=[C:11]2[C:6]([CH:7]=[CH:8][CH2:9][CH:10]2[CH2:13][CH2:14][NH:15][C:16](=[O:18])[CH3:17])=[CH:5][CH:4]=1.C(C1C(=O)C(Cl)=C(Cl)C(=O)C=1C#N)#N. (5) The reactants are: Cl.Cl.[CH:3]1([NH:6][C:7]([NH:9][C:10]2[CH:15]=[CH:14][C:13]([O:16][C:17]3[CH:22]=[CH:21][N:20]=[C:19]4[CH:23]=[C:24]([C:26]5[CH2:27][CH2:28][NH:29][CH2:30][CH:31]=5)[S:25][C:18]=34)=[C:12]([F:32])[CH:11]=2)=[O:8])[CH2:5][CH2:4]1.CCN([CH:39]([CH3:41])[CH3:40])C(C)C.CC(C[C:48](Cl)=[O:49])C(Cl)=O.[OH2:51].CN([CH:55]=[O:56])C. Given the product [CH:3]1([NH:6][C:7](=[O:8])[NH:9][C:10]2[CH:15]=[CH:14][C:13]([O:16][C:17]3[CH:22]=[CH:21][N:20]=[C:19]4[CH:23]=[C:24]([C:26]5[CH2:27][CH2:28][N:29]([C:48](=[O:49])[CH2:41][CH2:39][C:40]([O:56][CH3:55])=[O:51])[CH2:30][CH:31]=5)[S:25][C:18]=34)=[C:12]([F:32])[CH:11]=2)[CH2:5][CH2:4]1, predict the reactants needed to synthesize it. (6) Given the product [C:29]([O:33][C:34]([N:36]1[CH2:37][CH2:38][N:39]([C:42]([N:14]2[CH2:15][CH2:16][CH2:17][CH2:18][C@H:13]2[C:11](=[O:12])[NH:10][C:7]2[CH:6]=[C:5]([C:1]([CH3:4])([CH3:2])[CH3:3])[O:9][N:8]=2)=[O:43])[CH2:40][CH2:41]1)=[O:35])([CH3:32])([CH3:30])[CH3:31], predict the reactants needed to synthesize it. The reactants are: [C:1]([C:5]1[O:9][N:8]=[C:7]([NH:10][C:11]([C@@H:13]2[CH2:18][CH2:17][CH2:16][CH2:15][NH:14]2)=[O:12])[CH:6]=1)([CH3:4])([CH3:3])[CH3:2].Cl.C(N(CC)C(C)C)(C)C.[C:29]([O:33][C:34]([N:36]1[CH2:41][CH2:40][N:39]([C:42](Cl)=[O:43])[CH2:38][CH2:37]1)=[O:35])([CH3:32])([CH3:31])[CH3:30]. (7) Given the product [NH2:1][C:2]1[N:10]=[CH:9][N:8]=[C:7]2[C:3]=1[N:4]=[CH:5][N:6]2[CH:11]([C:13]1[O:14][C:15]2[C:20]([C:21](=[O:29])[C:22]=1[C:23]1[CH:24]=[CH:25][CH:26]=[CH:27][CH:28]=1)=[CH:19][CH:18]=[CH:17][CH:16]=2)[CH3:12], predict the reactants needed to synthesize it. The reactants are: [NH2:1][C:2]1[N:10]=[CH:9][N:8]=[C:7]2[C:3]=1[N:4]=[CH:5][N:6]2[CH:11]([C:13]1[O:14][C:15]2[C:20]([C:21](=[O:29])[C:22]=1[C:23]1[CH:28]=[CH:27][CH:26]=[CH:25][CH:24]=1)=[CH:19][C:18](Br)=[CH:17][CH:16]=2)[CH3:12].[H][H].ClCCl. (8) Given the product [CH3:8][C:4]1[CH:5]=[CH:6][CH:7]=[C:2]([CH3:1])[C:3]=1[N:9]1[C:14](=[O:15])[CH2:13][CH2:12][C:11]([C:16]([OH:18])=[O:17])=[CH:10]1, predict the reactants needed to synthesize it. The reactants are: [CH3:1][C:2]1[CH:7]=[CH:6][CH:5]=[C:4]([CH3:8])[C:3]=1[N:9]1[C:14](=[O:15])[CH2:13][CH2:12][C:11]([C:16]([O:18]CC2C=CC=CC=2)=[O:17])=[CH:10]1.